Dataset: Catalyst prediction with 721,799 reactions and 888 catalyst types from USPTO. Task: Predict which catalyst facilitates the given reaction. (1) Reactant: C(O[C:4]([C:6]1[C:7]([C:20]2[CH:25]=[CH:24][C:23]([CH3:26])=[CH:22][CH:21]=2)=[N:8][C:9]([CH2:12][C:13]2[CH:18]=[CH:17][C:16]([F:19])=[CH:15][CH:14]=2)=[N:10][CH:11]=1)=O)C.C(OC(=O)C(C(=O)C1C=CC(C)=CC=1)=[CH:32][N:33](C)[CH3:34])C.Cl.FC1C=CC(CC(N)=N)=CC=1.CCN(CC)CC. Product: [F:19][C:16]1[CH:17]=[CH:18][C:13]([CH2:12][C:9]2[N:8]=[C:7]([C:20]3[CH:21]=[CH:22][C:23]([CH3:26])=[CH:24][CH:25]=3)[C:6]([CH2:4][N:33]([CH3:34])[CH3:32])=[CH:11][N:10]=2)=[CH:14][CH:15]=1. The catalyst class is: 88. (2) The catalyst class is: 8. Product: [CH2:1]([O:8][C:9]1[CH:10]=[CH:11][C:12]2[O:16][C:15]([CH:17]([NH:24][C:25]3[CH:26]=[CH:27][C:28]([C:31]([N:33]([CH3:41])[CH2:34][CH2:35][C:36]([OH:38])=[O:37])=[O:32])=[CH:29][CH:30]=3)[CH:18]3[CH2:19][CH2:20][CH2:21][CH2:22][CH2:23]3)=[C:14]([CH3:42])[C:13]=2[CH:43]=1)[C:2]1[CH:7]=[CH:6][CH:5]=[CH:4][CH:3]=1. Reactant: [CH2:1]([O:8][C:9]1[CH:10]=[CH:11][C:12]2[O:16][C:15]([CH:17]([NH:24][C:25]3[CH:30]=[CH:29][C:28]([C:31]([N:33]([CH3:41])[CH2:34][CH2:35][C:36]([O:38]CC)=[O:37])=[O:32])=[CH:27][CH:26]=3)[CH:18]3[CH2:23][CH2:22][CH2:21][CH2:20][CH2:19]3)=[C:14]([CH3:42])[C:13]=2[CH:43]=1)[C:2]1[CH:7]=[CH:6][CH:5]=[CH:4][CH:3]=1.[OH-].[Na+]. (3) The catalyst class is: 5. Product: [CH3:16][C:15]1[C:11]([C:9]([NH:8][N:2]2[CH2:3][CH2:4][CH2:5][CH2:6][CH2:7]2)=[O:10])=[N:12][N:13]([C:24]2[CH:29]=[CH:28][C:27]([Cl:30])=[CH:26][C:25]=2[Cl:31])[C:14]=1[C:17]1[CH:22]=[CH:21][C:20]([Cl:23])=[CH:19][CH:18]=1.[ClH:1]. Reactant: [ClH:1].[N:2]1([NH:8][C:9]([C:11]2[C:15]([CH3:16])=[C:14]([C:17]3[CH:22]=[CH:21][C:20]([Cl:23])=[CH:19][CH:18]=3)[N:13]([C:24]3[CH:29]=[CH:28][C:27]([Cl:30])=[CH:26][C:25]=3[Cl:31])[N:12]=2)=[O:10])[CH2:7][CH2:6][CH2:5][CH2:4][CH2:3]1.C(OC)(C)(C)C.